Dataset: Forward reaction prediction with 1.9M reactions from USPTO patents (1976-2016). Task: Predict the product of the given reaction. (1) Given the reactants [NH2:1][C:2]1[N:7]=[C:6]([CH:8]=O)[CH:5]=[CH:4][N:3]=1.[CH2:10]1[CH2:12][CH:11]1[CH2:13][NH2:14], predict the reaction product. The product is: [CH:11]1([CH2:13][N:14]=[CH:8][C:6]2[CH:5]=[CH:4][N:3]=[C:2]([NH2:1])[N:7]=2)[CH2:12][CH2:10]1. (2) Given the reactants [Cl:1][C:2]1[CH:3]=[C:4]([CH:8]=[CH:9][C:10]=1[OH:11])[C:5]([OH:7])=O.[N:12]1C=CC=CC=1.[C:18](O[C:18]([O:20][C:21]([CH3:24])([CH3:23])[CH3:22])=[O:19])([O:20][C:21]([CH3:24])([CH3:23])[CH3:22])=[O:19].C(=O)(O)[O-].[NH4+], predict the reaction product. The product is: [C:18](=[O:19])([O:20][C:21]([CH3:24])([CH3:23])[CH3:22])[O:11][C:10]1[CH:9]=[CH:8][C:4]([C:5]([NH2:12])=[O:7])=[CH:3][C:2]=1[Cl:1]. (3) The product is: [OH:50][CH2:49][C:41]([N:38]1[CH2:37][C@H:36]2[CH2:40][C@@H:39]1[C@@H:34]([O:33][C:2]1[CH:9]=[CH:8][C:7]([C:10]3[N:15]=[C:14]([NH:16][C:17]4[CH:22]=[CH:21][C:20]([N:23]5[CH2:28][CH2:27][N:26]([CH:29]6[CH2:32][O:31][CH2:30]6)[CH2:25][CH2:24]5)=[CH:19][CH:18]=4)[N:13]=[CH:12][N:11]=3)=[CH:6][C:3]=1[C:4]#[N:5])[CH2:35]2)=[O:43]. Given the reactants F[C:2]1[CH:9]=[CH:8][C:7]([C:10]2[N:15]=[C:14]([NH:16][C:17]3[CH:22]=[CH:21][C:20]([N:23]4[CH2:28][CH2:27][N:26]([CH:29]5[CH2:32][O:31][CH2:30]5)[CH2:25][CH2:24]4)=[CH:19][CH:18]=3)[N:13]=[CH:12][N:11]=2)=[CH:6][C:3]=1[C:4]#[N:5].[OH:33][C@@H:34]1[C@H:39]2[CH2:40][C@H:36]([CH2:37][N:38]2[C:41]([O:43]C(C)(C)C)=O)[CH2:35]1.C(O)(=O)[CH2:49][OH:50], predict the reaction product. (4) Given the reactants [CH2:1]([O:8][C:9]1[CH:10]=[C:11]([CH2:15][CH2:16][NH:17][CH2:18][C:19]2[CH:24]=[CH:23][C:22]([C:25]([CH3:28])([CH3:27])[CH3:26])=[CH:21][CH:20]=2)[CH:12]=[CH:13][CH:14]=1)[C:2]1[CH:7]=[CH:6][CH:5]=[CH:4][CH:3]=1.[Cl:29][C:30]1[C:31]([F:43])=[C:32]([CH:36]=[C:37]([C:39]([F:42])([F:41])[F:40])[CH:38]=1)[C:33](O)=[O:34], predict the reaction product. The product is: [CH2:1]([O:8][C:9]1[CH:10]=[C:11]([CH2:15][CH2:16][N:17]([CH2:18][C:19]2[CH:24]=[CH:23][C:22]([C:25]([CH3:28])([CH3:27])[CH3:26])=[CH:21][CH:20]=2)[C:33](=[O:34])[C:32]2[CH:36]=[C:37]([C:39]([F:40])([F:41])[F:42])[CH:38]=[C:30]([Cl:29])[C:31]=2[F:43])[CH:12]=[CH:13][CH:14]=1)[C:2]1[CH:3]=[CH:4][CH:5]=[CH:6][CH:7]=1. (5) Given the reactants [CH3:1][C:2]1[C:3]2[O:23][CH:22]=[CH:21][C:4]=2[C:5]([N:8]2[CH2:13][CH2:12][N:11](C(OC(C)(C)C)=O)[CH2:10][CH2:9]2)=[N:6][CH:7]=1.FC(F)(F)C(O)=O.C(=O)([O-])[O-].[Na+].[Na+], predict the reaction product. The product is: [CH3:1][C:2]1[C:3]2[O:23][CH:22]=[CH:21][C:4]=2[C:5]([N:8]2[CH2:9][CH2:10][NH:11][CH2:12][CH2:13]2)=[N:6][CH:7]=1. (6) Given the reactants [F-].C([N+](CCCC)(CCCC)CCCC)CCC.[CH2:19]([O:22][C:23]([NH:25][C@H:26]([CH:112]([CH3:114])[CH3:113])[C:27]([NH:29][C@H:30]([CH3:111])[C:31]([NH:33][C:34]1[CH:110]=[CH:109][C:37]([CH2:38][O:39][C:40]([N:42]2[C:48]3[CH:49]=[C:50]([O:55][CH2:56][CH2:57][CH2:58][O:59][C:60]4[C:61]([O:92][CH3:93])=[CH:62][C:63]5[C:69](=[O:70])[N:68]6[CH:71]=[C:72](/[CH:74]=[CH:75]/[CH3:76])[CH2:73][C@H:67]6[C@H:66]([O:77][Si](C(C)(C)C)(C)C)[N:65]([C:85]([O:87][CH2:88][CH:89]=[CH2:90])=[O:86])[C:64]=5[CH:91]=4)[C:51]([O:53][CH3:54])=[CH:52][C:47]=3[C:46](=[O:94])[N:45]3[CH:95]=[C:96](/[CH:98]=[CH:99]/[CH3:100])[CH2:97][C@H:44]3[C@@H:43]2[O:101][Si](C(C)(C)C)(C)C)=[O:41])=[CH:36][CH:35]=1)=[O:32])=[O:28])=[O:24])[CH:20]=[CH2:21], predict the reaction product. The product is: [CH2:19]([O:22][C:23]([NH:25][C@H:26]([CH:112]([CH3:114])[CH3:113])[C:27]([NH:29][C@H:30]([CH3:111])[C:31]([NH:33][C:34]1[CH:35]=[CH:36][C:37]([CH2:38][O:39][C:40]([N:42]2[C:48]3[CH:49]=[C:50]([O:55][CH2:56][CH2:57][CH2:58][O:59][C:60]4[C:61]([O:92][CH3:93])=[CH:62][C:63]5[C:69](=[O:70])[N:68]6[CH:71]=[C:72](/[CH:74]=[CH:75]/[CH3:76])[CH2:73][C@H:67]6[C@H:66]([OH:77])[N:65]([C:85]([O:87][CH2:88][CH:89]=[CH2:90])=[O:86])[C:64]=5[CH:91]=4)[C:51]([O:53][CH3:54])=[CH:52][C:47]=3[C:46](=[O:94])[N:45]3[CH:95]=[C:96](/[CH:98]=[CH:99]/[CH3:100])[CH2:97][C@H:44]3[C@@H:43]2[OH:101])=[O:41])=[CH:109][CH:110]=1)=[O:32])=[O:28])=[O:24])[CH:20]=[CH2:21]. (7) Given the reactants C[O:2][CH:3](OC)[C:4]1[C:9]([F:10])=[CH:8][C:7]([O:11][CH3:12])=[C:6]([N+:13]([O-:15])=[O:14])[C:5]=1[NH:16][C:17]1[CH:22]=[CH:21][C:20]([I:23])=[CH:19][C:18]=1[F:24], predict the reaction product. The product is: [F:10][C:9]1[C:4]([CH:3]=[O:2])=[C:5]([NH:16][C:17]2[CH:22]=[CH:21][C:20]([I:23])=[CH:19][C:18]=2[F:24])[C:6]([N+:13]([O-:15])=[O:14])=[C:7]([O:11][CH3:12])[CH:8]=1. (8) Given the reactants Cl[C:2]1[CH:7]=[CH:6][C:5]([C:8]2[O:12][C:11]([NH:13][C:14]3[C:23]4[CH2:22][C:21]([O:24]CC)=[CH:20][CH2:19][C:18]=4[CH:17]=[CH:16][CH:15]=3)=[N:10][CH:9]=2)=[CH:4][CH:3]=1.C(OC1CC2C(NC3O[C:43]([C:46]4[CH:51]=CC(C(F)(F)F)=CC=4)=[CH:44][N:45]=3)=CC=CC=2CC=1)C, predict the reaction product. The product is: [N:45]1([C:2]2[CH:3]=[CH:4][C:5]([C:8]3[O:12][C:11]([NH:13][C:14]4[CH:15]=[CH:16][CH:17]=[C:18]5[C:23]=4[CH2:22][C:21](=[O:24])[CH2:20][CH2:19]5)=[N:10][CH:9]=3)=[CH:6][CH:7]=2)[CH2:44][CH2:43][CH2:46][CH2:51]1. (9) The product is: [Br:35][C:24]1[CH:25]=[CH:26][C:27]2[C:28]3[N:29]([CH2:30][C:31]([CH3:34])([OH:33])[CH3:32])[C:1]([CH2:2][CH2:3][CH3:4])=[N:18][C:19]=3[CH:20]=[N:21][C:22]=2[CH:23]=1. Given the reactants [C:1](OC)(OC)(OC)[CH2:2][CH2:3][CH3:4].Cl.N1C=CC=CC=1.[NH2:18][C:19]1[CH:20]=[N:21][C:22]2[C:27]([C:28]=1[NH:29][CH2:30][C:31]([CH3:34])([OH:33])[CH3:32])=[CH:26][CH:25]=[C:24]([Br:35])[CH:23]=2, predict the reaction product.